The task is: Predict the product of the given reaction.. This data is from Forward reaction prediction with 1.9M reactions from USPTO patents (1976-2016). (1) Given the reactants [Cl-].[Al+3].[Cl-].[Cl-].C(NB)(C)(C)C.[CH2:11]([O:13][C:14]([N:16]1[CH2:23][CH:22]2[CH:18]([CH2:19][C:20]3[C:26]([CH2:27]O)=[C:25]([Cl:29])[S:24][C:21]=32)[CH2:17]1)=[O:15])[CH3:12].[OH-].[Na+], predict the reaction product. The product is: [CH2:11]([O:13][C:14]([N:16]1[CH2:23][CH:22]2[CH:18]([CH2:19][C:20]3[C:26]([CH3:27])=[C:25]([Cl:29])[S:24][C:21]=32)[CH2:17]1)=[O:15])[CH3:12]. (2) Given the reactants [C:1]([N:4]1[C:13]2[C:8](=[CH:9][C:10](B3OC(C)(C)C(C)(C)O3)=[CH:11][CH:12]=2)[C@H:7]([NH:23][C:24](=[O:29])[O:25][CH:26]([CH3:28])[CH3:27])[CH2:6][C@@H:5]1[CH3:30])(=[O:3])[CH3:2].C(N1C2C(=CC(B3OC(C)(C)C(C)(C)O3)=CC=2)C(NC(=O)OC(C)C)CC1C)(=O)C.Br[C:62]1[N:63]=[C:64]([CH:67]=[O:68])[S:65][CH:66]=1.C(=O)([O-])[O-].[K+].[K+], predict the reaction product. The product is: [C:1]([N:4]1[C:13]2[C:8](=[CH:9][C:10]([C:62]3[N:63]=[C:64]([CH:67]=[O:68])[S:65][CH:66]=3)=[CH:11][CH:12]=2)[C@H:7]([NH:23][C:24](=[O:29])[O:25][CH:26]([CH3:27])[CH3:28])[CH2:6][C@@H:5]1[CH3:30])(=[O:3])[CH3:2]. (3) Given the reactants [C:1]([CH2:4][CH2:5][C:6]1[N:10]([CH2:11][C:12]2[CH:29]=[CH:28][C:15]3/[C:16](=[CH:25]/[C:26]#[N:27])/[C:17]4[CH:24]=[CH:23][CH:22]=[CH:21][C:18]=4[CH2:19][CH2:20][C:14]=3[CH:13]=2)[C:9]2[CH:30]=[C:31]([C:35]3[CH:40]=[CH:39][CH:38]=[CH:37][CH:36]=3)[CH:32]=[C:33]([CH3:34])[C:8]=2[N:7]=1)(O)=[O:2].[CH2:41]([N:43]=C=NCCCN(C)C)C.ON1C2C=CC=CC=2N=N1.CN.C(=O)([O-])O.[Na+], predict the reaction product. The product is: [CH3:41][NH:43][C:1]([CH2:4][CH2:5][C:6]1[N:10]([CH2:11][C:12]2[CH:29]=[CH:28][C:15]3/[C:16](=[CH:25]/[C:26]#[N:27])/[C:17]4[CH:24]=[CH:23][CH:22]=[CH:21][C:18]=4[CH2:19][CH2:20][C:14]=3[CH:13]=2)[C:9]2[CH:30]=[C:31]([C:35]3[CH:36]=[CH:37][CH:38]=[CH:39][CH:40]=3)[CH:32]=[C:33]([CH3:34])[C:8]=2[N:7]=1)=[O:2]. (4) Given the reactants C(N(C(C)C)CC)(C)C.[CH3:10][N:11]1[CH2:16][CH2:15][CH:14]([C:17]([OH:19])=O)[CH2:13][CH2:12]1.[NH2:20][C:21]1[CH:22]=[C:23]([C:27]2[N:32]=[C:31]([C:33]3[CH:38]=[CH:37][CH:36]=[C:35]([CH2:39][OH:40])[CH:34]=3)[CH:30]=[C:29]([N:41]3[CH2:46][CH2:45][O:44][CH2:43][CH2:42]3)[N:28]=2)[CH:24]=[CH:25][CH:26]=1, predict the reaction product. The product is: [OH:40][CH2:39][C:35]1[CH:34]=[C:33]([C:31]2[CH:30]=[C:29]([N:41]3[CH2:46][CH2:45][O:44][CH2:43][CH2:42]3)[N:28]=[C:27]([C:23]3[CH:24]=[CH:25][CH:26]=[C:21]([NH:20][C:17]([CH:14]4[CH2:13][CH2:12][N:11]([CH3:10])[CH2:16][CH2:15]4)=[O:19])[CH:22]=3)[N:32]=2)[CH:38]=[CH:37][CH:36]=1. (5) Given the reactants [CH3:1][N:2]([CH3:18])[S:3]([C:6]1[CH:11]=[CH:10][C:9](Br)=[CH:8][C:7]=1[O:13][C:14]([F:17])([F:16])[F:15])(=[O:5])=[O:4].C([O-])(=O)C.[K+].[CH3:24][O:25][C:26]1[CH:31]=[CH:30][N:29]=[C:28]([CH2:32][CH2:33][C:34]2[NH:43][C:37]3=[N:38][CH:39]=[C:40](I)[CH:41]=[C:36]3[N:35]=2)[CH:27]=1.C(=O)([O-])[O-].[K+].[K+].[Cl-].[Li+], predict the reaction product. The product is: [CH3:24][O:25][C:26]1[CH:31]=[CH:30][N:29]=[C:28]([CH2:32][CH2:33][C:34]2[NH:43][C:37]3=[N:38][CH:39]=[C:40]([C:9]4[CH:10]=[CH:11][C:6]([S:3]([N:2]([CH3:18])[CH3:1])(=[O:5])=[O:4])=[C:7]([O:13][C:14]([F:17])([F:16])[F:15])[CH:8]=4)[CH:41]=[C:36]3[N:35]=2)[CH:27]=1. (6) Given the reactants [O:1]=[S:2]1(=[O:38])[CH2:7][CH2:6][N:5]([C:8]2[CH:9]=[C:10]([C:15]3[N:16]=[C:17]4[C:23]([C:24](=[O:29])[C:25]([CH3:28])([CH3:27])[CH3:26])=[CH:22][N:21]([CH2:30][O:31][CH2:32][CH2:33][Si:34]([CH3:37])([CH3:36])[CH3:35])[C:18]4=[N:19][CH:20]=3)[CH:11]=[C:12]([OH:14])[CH:13]=2)[CH2:4][CH2:3]1.[CH3:39][C:40]1([CH3:47])[O:44][CH:43]([CH2:45]O)[CH2:42][O:41]1.CSCCO, predict the reaction product. The product is: [CH3:39][C:40]1([CH3:47])[O:44][CH:43]([CH2:45][O:14][C:12]2[CH:11]=[C:10]([C:15]3[N:16]=[C:17]4[C:23]([C:24](=[O:29])[C:25]([CH3:28])([CH3:26])[CH3:27])=[CH:22][N:21]([CH2:30][O:31][CH2:32][CH2:33][Si:34]([CH3:37])([CH3:36])[CH3:35])[C:18]4=[N:19][CH:20]=3)[CH:9]=[C:8]([N:5]3[CH2:4][CH2:3][S:2](=[O:1])(=[O:38])[CH2:7][CH2:6]3)[CH:13]=2)[CH2:42][O:41]1. (7) Given the reactants Cl[C:2]1[N:7]=[C:6]([NH:8][C:9]([C:11]2([C:14]3[CH:24]=[CH:23][C:17]4[O:18][C:19]([F:22])([F:21])[O:20][C:16]=4[CH:15]=3)[CH2:13][CH2:12]2)=[O:10])[CH:5]=[CH:4][C:3]=1[CH3:25].[F:26][C:27]1[C:28](B(O)O)=[CH:29][C:30]([O:33][CH3:34])=[N:31][CH:32]=1.C(=O)([O-])[O-].[Na+].[Na+], predict the reaction product. The product is: [F:21][C:19]1([F:22])[O:18][C:17]2[CH:23]=[CH:24][C:14]([C:11]3([C:9]([NH:8][C:6]4[N:7]=[C:2]([C:28]5[C:27]([F:26])=[CH:32][N:31]=[C:30]([O:33][CH3:34])[CH:29]=5)[C:3]([CH3:25])=[CH:4][CH:5]=4)=[O:10])[CH2:13][CH2:12]3)=[CH:15][C:16]=2[O:20]1.